From a dataset of Full USPTO retrosynthesis dataset with 1.9M reactions from patents (1976-2016). Predict the reactants needed to synthesize the given product. The reactants are: [CH2:1]([N:3]1[C:11]2[CH:10]=[C:9]3[NH:12][C:13]([C:15]4[C:19]5[CH2:20][NH:21][CH2:22][CH2:23][C:18]=5[NH:17][N:16]=4)=[N:14][C:8]3=[CH:7][C:6]=2[C:5]([CH3:25])([CH3:24])[C:4]1=[O:26])[CH3:2].[F:27][C:28]1[CH:33]=[CH:32][C:31]([S:34](Cl)(=[O:36])=[O:35])=[CH:30][CH:29]=1.C(N(C(C)C)CC)(C)C. Given the product [CH2:1]([N:3]1[C:11]2[CH:10]=[C:9]3[NH:12][C:13]([C:15]4[C:19]5[CH2:20][N:21]([S:34]([C:31]6[CH:32]=[CH:33][C:28]([F:27])=[CH:29][CH:30]=6)(=[O:36])=[O:35])[CH2:22][CH2:23][C:18]=5[NH:17][N:16]=4)=[N:14][C:8]3=[CH:7][C:6]=2[C:5]([CH3:25])([CH3:24])[C:4]1=[O:26])[CH3:2], predict the reactants needed to synthesize it.